From a dataset of Forward reaction prediction with 1.9M reactions from USPTO patents (1976-2016). Predict the product of the given reaction. (1) Given the reactants CS([C:5]1[C:6]2[CH:13]=[C:12]([C:14]([O:16]C)=[O:15])[S:11][C:7]=2[N:8]=[CH:9][N:10]=1)(=O)=O.[F:18][C:19]1[CH:25]=[CH:24][C:22]([NH2:23])=[CH:21][C:20]=1[Cl:26].C(N(CC)C(C)C)(C)C, predict the reaction product. The product is: [Cl:26][C:20]1[CH:21]=[C:22]([NH:23][C:5]2[C:6]3[CH:13]=[C:12]([C:14]([OH:16])=[O:15])[S:11][C:7]=3[N:8]=[CH:9][N:10]=2)[CH:24]=[CH:25][C:19]=1[F:18]. (2) Given the reactants C[O:2][C:3](=[O:35])[CH2:4][O:5][C:6]1[CH:15]=[CH:14][C:13]([F:16])=[C:12]2[C:7]=1[C:8]([O:31][CH:32]([F:34])[F:33])=[C:9]([CH2:19][C:20]1[CH:25]=[CH:24][C:23]([S:26]([CH2:29][CH3:30])(=[O:28])=[O:27])=[CH:22][CH:21]=1)[C:10]([CH2:17][CH3:18])=[N:11]2.CO.[OH-].[Li+].Cl, predict the reaction product. The product is: [F:34][CH:32]([F:33])[O:31][C:8]1[C:7]2[C:12](=[C:13]([F:16])[CH:14]=[CH:15][C:6]=2[O:5][CH2:4][C:3]([OH:35])=[O:2])[N:11]=[C:10]([CH2:17][CH3:18])[C:9]=1[CH2:19][C:20]1[CH:25]=[CH:24][C:23]([S:26]([CH2:29][CH3:30])(=[O:28])=[O:27])=[CH:22][CH:21]=1. (3) Given the reactants [NH2:1][C:2]1[C:3]2[C:10]([C:11]3[CH:20]=[C:19]4[C:14]([CH:15]=[CH:16][C:17]([C:21]5[CH:26]=[CH:25][CH:24]=[CH:23][CH:22]=5)=[N:18]4)=[CH:13][CH:12]=3)=[CH:9][N:8]([C@H:27]3[CH2:30][C@H:29]([CH2:31][OH:32])[CH2:28]3)[C:4]=2[N:5]=[CH:6][N:7]=1.[O:33](S(C1C=CC(C)=CC=1)(=O)=O)[S:34]([C:37]1[CH:43]=[CH:42][C:40]([CH3:41])=[CH:39][CH:38]=1)(=O)=[O:35].O.C([O-])(O)=O.[Na+], predict the reaction product. The product is: [NH2:1][C:2]1[C:3]2[C:10]([C:11]3[CH:20]=[C:19]4[C:14]([CH:15]=[CH:16][C:17]([C:21]5[CH:26]=[CH:25][CH:24]=[CH:23][CH:22]=5)=[N:18]4)=[CH:13][CH:12]=3)=[CH:9][N:8]([C@H:27]3[CH2:28][C@H:29]([CH2:31][O:32][S:34]([C:37]4[CH:43]=[CH:42][C:40]([CH3:41])=[CH:39][CH:38]=4)(=[O:35])=[O:33])[CH2:30]3)[C:4]=2[N:5]=[CH:6][N:7]=1. (4) Given the reactants [N:1]1[CH:6]=[CH:5][CH:4]=[CH:3][C:2]=1[C:7]1[N:12]=[C:11]2[S:13][CH:14]=[CH:15][C:10]2=[CH:9][C:8]=1[CH:16]([NH2:18])[CH3:17].Cl[C:20]1[N:28]=[CH:27][N:26]=[C:25]2[C:21]=1[NH:22][CH:23]=[N:24]2.C(N(C(C)C)CC)(C)C, predict the reaction product. The product is: [N:1]1[CH:6]=[CH:5][CH:4]=[CH:3][C:2]=1[C:7]1[N:12]=[C:11]2[S:13][CH:14]=[CH:15][C:10]2=[CH:9][C:8]=1[CH:16]([NH:18][C:20]1[N:28]=[CH:27][N:26]=[C:25]2[C:21]=1[N:22]=[CH:23][NH:24]2)[CH3:17]. (5) Given the reactants [CH:1]1[C:6]([Cl:7])=[CH:5][C:4]([Cl:8])=[C:3]([O:9][CH2:10][C:11]([OH:13])=[O:12])[CH:2]=1.[OH-].[OH:15][CH2:16][CH2:17][N+:18]([CH3:21])([CH3:20])[CH3:19], predict the reaction product. The product is: [CH3:19][N+:18]([CH2:17][CH2:16][OH:15])([CH3:21])[CH3:20].[CH:1]1[C:6]([Cl:7])=[CH:5][C:4]([Cl:8])=[C:3]([O:9][CH2:10][C:11]([O-:13])=[O:12])[CH:2]=1. (6) Given the reactants Br[C:2]1[C:3]([C:14]2[CH:22]=[CH:21][C:20]3[C:16](=[CH:17][N:18]([CH3:23])[N:19]=3)[CH:15]=2)=[N:4][S:5][C:6]=1[NH:7][C:8]([C@@H:10]1[CH2:12][C@H:11]1[CH3:13])=[O:9].[CH:24]([C:27]1[CH:32]=[CH:31][CH:30]=[C:29]([Sn](CCCC)(CCCC)CCCC)[N:28]=1)([CH3:26])[CH3:25], predict the reaction product. The product is: [CH:24]([C:27]1[N:28]=[C:29]([C:2]2[C:3]([C:14]3[CH:22]=[CH:21][C:20]4[C:16](=[CH:17][N:18]([CH3:23])[N:19]=4)[CH:15]=3)=[N:4][S:5][C:6]=2[NH:7][C:8]([C@@H:10]2[CH2:12][C@H:11]2[CH3:13])=[O:9])[CH:30]=[CH:31][CH:32]=1)([CH3:26])[CH3:25].